From a dataset of Full USPTO retrosynthesis dataset with 1.9M reactions from patents (1976-2016). Predict the reactants needed to synthesize the given product. (1) Given the product [ClH:19].[O:1]=[C:2]1[CH2:6][C:5]2([CH2:11][CH2:10][NH:9][CH2:8][CH2:7]2)[CH2:4][O:3]1, predict the reactants needed to synthesize it. The reactants are: [O:1]=[C:2]1[CH2:6][C:5]2([CH2:11][CH2:10][N:9](C(OC(C)(C)C)=O)[CH2:8][CH2:7]2)[CH2:4][O:3]1.[ClH:19].C(OCC)(=O)C.C(OCC)(=O)C. (2) Given the product [C:14]([C:3]1[CH:4]=[C:5]([C:10]([CH3:13])([CH3:12])[CH3:11])[CH:6]=[C:7]([O:8][CH3:9])[C:2]=1[C:22]1[CH:23]=[CH:24][C:19]([Cl:18])=[CH:20][CH:21]=1)([CH3:17])([CH3:16])[CH3:15], predict the reactants needed to synthesize it. The reactants are: Br[C:2]1[C:7]([O:8][CH3:9])=[CH:6][C:5]([C:10]([CH3:13])([CH3:12])[CH3:11])=[CH:4][C:3]=1[C:14]([CH3:17])([CH3:16])[CH3:15].[Cl:18][C:19]1[CH:24]=[CH:23][C:22](B(O)O)=[CH:21][CH:20]=1.[OH-].[Na+]. (3) Given the product [CH2:12]([NH:19][CH2:2][CH2:3][CH2:4][O:5][C:6]1[CH:7]=[N:8][CH:9]=[CH:10][CH:11]=1)[C:13]1[CH:18]=[CH:17][CH:16]=[CH:15][CH:14]=1, predict the reactants needed to synthesize it. The reactants are: Cl[CH2:2][CH2:3][CH2:4][O:5][C:6]1[CH:7]=[N:8][CH:9]=[CH:10][CH:11]=1.[CH2:12]([NH2:19])[C:13]1[CH:18]=[CH:17][CH:16]=[CH:15][CH:14]=1. (4) Given the product [CH3:19][O:15][C:14](=[O:16])[CH2:13][CH:11]1[CH2:12][CH:10]1[C:4]1[CH:5]=[CH:6][C:7]([O:8][CH3:9])=[C:2]([F:1])[CH:3]=1, predict the reactants needed to synthesize it. The reactants are: [F:1][C:2]1[CH:3]=[C:4]([CH:10]2[CH2:12][CH:11]2[CH2:13][C:14]([OH:16])=[O:15])[CH:5]=[CH:6][C:7]=1[O:8][CH3:9].[N+](=[CH2:19])=[N-]. (5) Given the product [CH2:22]([O:21][C:19]([N:15]1[CH2:16][CH2:17][CH2:18][C@@:14]1([C:13]1[NH:1][C:2]2[CH:7]=[CH:6][CH:5]=[C:4]([C:8]([O:10][CH3:11])=[O:9])[C:3]=2[CH:12]=1)[CH3:29])=[O:20])[C:23]1[CH:24]=[CH:25][CH:26]=[CH:27][CH:28]=1, predict the reactants needed to synthesize it. The reactants are: [NH2:1][C:2]1[CH:7]=[CH:6][CH:5]=[C:4]([C:8]([O:10][CH3:11])=[O:9])[C:3]=1[C:12]#[C:13][C@@:14]1([CH3:29])[CH2:18][CH2:17][CH2:16][N:15]1[C:19]([O:21][CH2:22][C:23]1[CH:28]=[CH:27][CH:26]=[CH:25][CH:24]=1)=[O:20].BrC(Br)C.